From a dataset of Forward reaction prediction with 1.9M reactions from USPTO patents (1976-2016). Predict the product of the given reaction. (1) Given the reactants CC1C=CC=[C:4]([CH3:8])[C:3]=1[N:9]([C:16]([CH2:18][C:19]1[CH:24]=[CH:23][CH:22]=[CH:21][CH:20]=1)=O)[C@@H:10]([C:12]([O:14]C)=O)C.C[C@@H](NC([C@@H](NC(O)=O)C(C)C)=O)C1S[C:30]2[CH:32]=C(F)C=[CH:35][C:29]=2N=1.ClCl.[CH:50](=O)C=CC1C=CC=CC=1.CCCCNC(OCC#CI)=O.CC1ONC(=O)C=1, predict the reaction product. The product is: [CH3:35][CH2:29][CH2:30][CH2:32][CH2:20][CH2:21][CH2:22][CH2:23][CH2:24][CH2:19][CH2:18][CH2:16][N:9]1[CH2:3][CH:4]([CH3:8])[O:14][CH:12]([CH3:50])[CH2:10]1. (2) Given the reactants C([O:3][C:4]([C:6]1[C:7]([C:12]2[CH:17]=[CH:16][C:15]([F:18])=[C:14]([F:19])[CH:13]=2)=[N:8][O:9][C:10]=1[CH3:11])=O)C.C(OC(C1C(C2C=CC=C(F)C=2)=NOC=1C)=O)C, predict the reaction product. The product is: [F:19][C:14]1[CH:13]=[C:12]([C:7]2[C:6]([CH2:4][OH:3])=[C:10]([CH3:11])[O:9][N:8]=2)[CH:17]=[CH:16][C:15]=1[F:18].